Dataset: Reaction yield outcomes from USPTO patents with 853,638 reactions. Task: Predict the reaction yield, written as a fraction of the theoretical maximum amount of product (1.0 means a 100% yield; for example, 0.34 means a 34% yield). The reactants are CC1C=CC(S(O[CH2:12][C@H:13]2[CH2:15][O:14]2)(=O)=O)=CC=1.C(=O)([O-])[O-].[K+].[K+].[CH2:22]([NH:24][C:25]([C:27]1[CH:28]=[C:29]2[C:34](=[CH:35][C:36]=1[OH:37])[N:33]=[CH:32][CH:31]=[C:30]2[O:38][C:39]1[CH:44]=[CH:43][C:42]([NH:45][C:46]([NH:48][CH3:49])=[O:47])=[C:41]([Cl:50])[CH:40]=1)=[O:26])[CH3:23].[CH2:51]([NH:53][CH2:54][CH3:55])[CH3:52]. The product is [CH2:22]([NH:24][C:25]([C:27]1[CH:28]=[C:29]2[C:34](=[CH:35][C:36]=1[O:37][CH2:15][C@H:13]([OH:14])[CH2:12][N:53]([CH2:54][CH3:55])[CH2:51][CH3:52])[N:33]=[CH:32][CH:31]=[C:30]2[O:38][C:39]1[CH:44]=[CH:43][C:42]([NH:45][C:46]([NH:48][CH3:49])=[O:47])=[C:41]([Cl:50])[CH:40]=1)=[O:26])[CH3:23]. The catalyst is O.C(OCC)(=O)C.O1CCCC1.CN(C)C=O. The yield is 0.493.